From a dataset of Full USPTO retrosynthesis dataset with 1.9M reactions from patents (1976-2016). Predict the reactants needed to synthesize the given product. Given the product [F:1][C:2]1[C:10]([F:11])=[C:9]2[C:5]([C:6]([C:17]3[CH:18]=[CH:13][N:14]=[C:15]([NH:19][CH:20]4[CH2:25][C:24]([CH3:27])([CH3:26])[NH:23][C:22]([CH3:29])([CH3:28])[CH2:21]4)[N:16]=3)=[CH:7][NH:8]2)=[CH:4][CH:3]=1, predict the reactants needed to synthesize it. The reactants are: [F:1][C:2]1[C:10]([F:11])=[C:9]2[C:5]([CH:6]=[CH:7][NH:8]2)=[CH:4][CH:3]=1.Cl[C:13]1[CH:18]=[CH:17][N:16]=[C:15]([NH:19][CH:20]2[CH2:25][C:24]([CH3:27])([CH3:26])[NH:23][C:22]([CH3:29])([CH3:28])[CH2:21]2)[N:14]=1.CCCC[N+](CCCC)(CCCC)CCCC.[F-].